From a dataset of NCI-60 drug combinations with 297,098 pairs across 59 cell lines. Regression. Given two drug SMILES strings and cell line genomic features, predict the synergy score measuring deviation from expected non-interaction effect. (1) Drug 1: CC1=C(C=C(C=C1)NC2=NC=CC(=N2)N(C)C3=CC4=NN(C(=C4C=C3)C)C)S(=O)(=O)N.Cl. Drug 2: C1=CC(=CC=C1CCC2=CNC3=C2C(=O)NC(=N3)N)C(=O)NC(CCC(=O)O)C(=O)O. Cell line: CAKI-1. Synergy scores: CSS=32.0, Synergy_ZIP=-3.83, Synergy_Bliss=-0.810, Synergy_Loewe=3.55, Synergy_HSA=4.31. (2) Drug 1: CC1CCC2CC(C(=CC=CC=CC(CC(C(=O)C(C(C(=CC(C(=O)CC(OC(=O)C3CCCCN3C(=O)C(=O)C1(O2)O)C(C)CC4CCC(C(C4)OC)O)C)C)O)OC)C)C)C)OC. Drug 2: CC(C)(C#N)C1=CC(=CC(=C1)CN2C=NC=N2)C(C)(C)C#N. Cell line: RPMI-8226. Synergy scores: CSS=2.15, Synergy_ZIP=1.22, Synergy_Bliss=0.872, Synergy_Loewe=-4.60, Synergy_HSA=-2.25. (3) Drug 1: CC1=C(C=C(C=C1)NC(=O)C2=CC=C(C=C2)CN3CCN(CC3)C)NC4=NC=CC(=N4)C5=CN=CC=C5. Drug 2: CCCCCOC(=O)NC1=NC(=O)N(C=C1F)C2C(C(C(O2)C)O)O. Cell line: HCT-15. Synergy scores: CSS=-2.99, Synergy_ZIP=2.09, Synergy_Bliss=0.0274, Synergy_Loewe=-2.65, Synergy_HSA=-3.22.